This data is from Forward reaction prediction with 1.9M reactions from USPTO patents (1976-2016). The task is: Predict the product of the given reaction. (1) Given the reactants [C:1]([O:5][C:6]([NH:8][C:9]([N:18]1[CH2:27][CH2:26][C:25]2[C:20](=[CH:21][C:22]([O:28][CH2:29][CH:30]3[CH2:35][CH2:34][NH:33][CH2:32][CH2:31]3)=[CH:23][CH:24]=2)[CH2:19]1)=[N:10][C:11]([O:13][C:14]([CH3:17])([CH3:16])[CH3:15])=[O:12])=[O:7])([CH3:4])([CH3:3])[CH3:2].[OH-].[Na+].Br[CH2:39][C:40]([O:42][CH2:43][CH3:44])=[O:41].O, predict the reaction product. The product is: [CH2:43]([O:42][C:40](=[O:41])[CH2:39][N:33]1[CH2:34][CH2:35][CH:30]([CH2:29][O:28][C:22]2[CH:21]=[C:20]3[C:25]([CH2:26][CH2:27][N:18]([C:9](=[N:8][C:6]([O:5][C:1]([CH3:2])([CH3:3])[CH3:4])=[O:7])[NH:10][C:11]([O:13][C:14]([CH3:17])([CH3:16])[CH3:15])=[O:12])[CH2:19]3)=[CH:24][CH:23]=2)[CH2:31][CH2:32]1)[CH3:44]. (2) Given the reactants [CH:1]1([CH2:4][O:5][CH:6]2[CH2:15][CH2:14][C:9]3(OCC[O:10]3)[CH2:8][CH2:7]2)[CH2:3][CH2:2]1.Cl, predict the reaction product. The product is: [CH:1]1([CH2:4][O:5][CH:6]2[CH2:15][CH2:14][C:9](=[O:10])[CH2:8][CH2:7]2)[CH2:3][CH2:2]1.